This data is from Full USPTO retrosynthesis dataset with 1.9M reactions from patents (1976-2016). The task is: Predict the reactants needed to synthesize the given product. Given the product [F:16][C:10]1[CH:11]=[C:12]([I:15])[CH:13]=[CH:14][C:9]=1[NH:8][C:7]1[C:2]([NH:1][S:28]([C:25]2([CH2:22][CH:23]=[CH2:24])[CH2:27][CH2:26]2)(=[O:30])=[O:29])=[C:3]2[O:21][CH2:20][CH2:19][N:4]2[C:5](=[O:18])[C:6]=1[CH3:17], predict the reactants needed to synthesize it. The reactants are: [NH2:1][C:2]1[C:7]([NH:8][C:9]2[CH:14]=[CH:13][C:12]([I:15])=[CH:11][C:10]=2[F:16])=[C:6]([CH3:17])[C:5](=[O:18])[N:4]2[CH2:19][CH2:20][O:21][C:3]=12.[CH2:22]([C:25]1([S:28](Cl)(=[O:30])=[O:29])[CH2:27][CH2:26]1)[CH:23]=[CH2:24].